From a dataset of Full USPTO retrosynthesis dataset with 1.9M reactions from patents (1976-2016). Predict the reactants needed to synthesize the given product. (1) Given the product [C:11]([O:14][C@@H:15]1[C@@H:56]([O:57][C:58](=[O:60])[CH3:59])[C@H:55]([O:61][C:62](=[O:64])[CH3:63])[C@@H:54]([C:65]([O:67][CH3:68])=[O:66])[O:53][C@H:16]1[O:17][C:18]1[CH:23]=[CH:22][C:21]([C@@H:24]2[C@@H:27]([CH2:28][CH2:29][C@H:30]([O:38][C:39](=[O:41])[CH3:40])[C:31]3[CH:32]=[CH:33][C:34]([F:37])=[CH:35][CH:36]=3)[C:26](=[O:42])[N:25]2[C:43]2[CH:48]=[CH:47][C:46]([C:49]#[C:50][C:51]([OH:8])=[O:52])=[CH:45][CH:44]=2)=[CH:20][CH:19]=1)(=[O:13])[CH3:12], predict the reactants needed to synthesize it. The reactants are: P([O-])(O)(O)=O.[Na+].Cl([O-])=[O:8].[Na+].[C:11]([O:14][C@@H:15]1[C@@H:56]([O:57][C:58](=[O:60])[CH3:59])[C@H:55]([O:61][C:62](=[O:64])[CH3:63])[C@@H:54]([C:65]([O:67][CH3:68])=[O:66])[O:53][C@H:16]1[O:17][C:18]1[CH:23]=[CH:22][C:21]([C@@H:24]2[C@@H:27]([CH2:28][CH2:29][C@H:30]([O:38][C:39](=[O:41])[CH3:40])[C:31]3[CH:36]=[CH:35][C:34]([F:37])=[CH:33][CH:32]=3)[C:26](=[O:42])[N:25]2[C:43]2[CH:48]=[CH:47][C:46]([C:49]#[C:50][CH:51]=[O:52])=[CH:45][CH:44]=2)=[CH:20][CH:19]=1)(=[O:13])[CH3:12].CC(=C)C. (2) Given the product [Cl:22][C:17]1[CH:16]=[C:15]([C:10]([C:11]([F:14])([F:13])[F:12])=[CH:9][C:8]([C:5]2[CH:6]=[CH:7][C:2]([C:25]([OH:28])=[O:27])=[C:3]([CH3:24])[CH:4]=2)=[O:23])[CH:20]=[C:19]([Cl:21])[CH:18]=1, predict the reactants needed to synthesize it. The reactants are: Br[C:2]1[CH:7]=[CH:6][C:5]([C:8](=[O:23])[CH:9]=[C:10]([C:15]2[CH:20]=[C:19]([Cl:21])[CH:18]=[C:17]([Cl:22])[CH:16]=2)[C:11]([F:14])([F:13])[F:12])=[CH:4][C:3]=1[CH3:24].[C:25]([O-:28])(=[O:27])C.[Na+].[C]=O. (3) Given the product [Cl:35][CH2:34][CH2:33][CH2:32][N:14]1[C:15]2[C:20](=[CH:19][CH:18]=[C:17]([C:28]([O:30][CH3:31])=[O:29])[CH:16]=2)[C:21]([CH:22]2[CH2:27][CH2:26][CH2:25][CH2:24][CH2:23]2)=[C:13]1[C:9]1[NH:8][CH:12]=[CH:11][CH:10]=1, predict the reactants needed to synthesize it. The reactants are: C(OC([N:8]1[CH:12]=[CH:11][CH:10]=[C:9]1[C:13]1[N:14]([CH2:32][CH2:33][CH2:34][Cl:35])[C:15]2[C:20]([C:21]=1[CH:22]1[CH2:27][CH2:26][CH2:25][CH2:24][CH2:23]1)=[CH:19][CH:18]=[C:17]([C:28]([O:30][CH3:31])=[O:29])[CH:16]=2)=O)(C)(C)C.FC(F)(F)C(O)=O. (4) Given the product [CH2:13]([C:12]([C:17]1[CH:28]=[CH:27][C:20]2[S:21][C:22]([C:24]([OH:26])=[O:25])=[CH:23][C:19]=2[CH:18]=1)([C:9]1[CH:10]=[CH:11][C:6]([O:5][CH2:4][CH:3]([OH:30])[C:2]([CH3:31])([CH3:32])[CH3:1])=[C:7]([CH3:29])[CH:8]=1)[CH2:15][CH3:16])[CH3:14], predict the reactants needed to synthesize it. The reactants are: [CH3:1][C:2]([CH3:32])([CH3:31])[C:3](=[O:30])[CH2:4][O:5][C:6]1[CH:11]=[CH:10][C:9]([C:12]([C:17]2[CH:28]=[CH:27][C:20]3[S:21][C:22]([C:24]([OH:26])=[O:25])=[CH:23][C:19]=3[CH:18]=2)([CH2:15][CH3:16])[CH2:13][CH3:14])=[CH:8][C:7]=1[CH3:29].[BH4-].[Na+]. (5) Given the product [ClH:35].[F:25][C:26]1[CH:27]=[C:28]([CH:31]=[CH:32][C:33]=1[F:34])[CH2:29][O:1][C:2]1[CH:3]=[CH:4][C:5]([C@H:8]2[CH2:12][C:11]3([CH2:13][CH2:14][NH:15][CH2:16][CH2:17]3)[O:10][CH2:9]2)=[CH:6][CH:7]=1, predict the reactants needed to synthesize it. The reactants are: [OH:1][C:2]1[CH:7]=[CH:6][C:5]([C@H:8]2[CH2:12][C:11]3([CH2:17][CH2:16][N:15](C(OC(C)(C)C)=O)[CH2:14][CH2:13]3)[O:10][CH2:9]2)=[CH:4][CH:3]=1.[F:25][C:26]1[CH:27]=[C:28]([CH:31]=[CH:32][C:33]=1[F:34])[CH2:29]Br.[ClH:35].FC1C=CC(COC2C=CC([C@H]3CC4(CCNCC4)OC3)=CC=2)=CC=1.